This data is from Full USPTO retrosynthesis dataset with 1.9M reactions from patents (1976-2016). The task is: Predict the reactants needed to synthesize the given product. (1) Given the product [CH3:22][O:23][C:24](=[O:29])[CH2:25][C:26]1[C:37]([CH3:38])=[C:10]([C:11](=[O:32])[C:12]2[CH:13]=[CH:14][C:15]([S:18]([CH3:21])(=[O:19])=[O:20])=[CH:16][CH:17]=2)[C:4]2[C:5](=[CH:8][CH:9]=[C:2]([F:1])[CH:3]=2)[CH:27]=1, predict the reactants needed to synthesize it. The reactants are: [F:1][C:2]1[CH:9]=[CH:8][C:5](C=O)=[C:4]([C:10]#[C:11][C:12]2[CH:17]=[CH:16][C:15]([S:18]([CH3:21])(=[O:20])=[O:19])=[CH:14][CH:13]=2)[CH:3]=1.[CH3:22][O:23][C:24](=[O:29])[CH2:25][C:26]#[C:27]C.C(OCC)(=[O:32])C.Cl[CH2:37][CH2:38]Cl. (2) Given the product [OH:17][C:14]1[CH:15]=[CH:16][C:11]([C:9](=[O:10])[C:8]([C:6]2[CH:5]=[CH:4][N:3]=[C:2]([C:25]3[CH:24]=[CH:23][CH:22]=[C:21]([O:20][CH3:19])[CH:26]=3)[CH:7]=2)=[O:18])=[CH:12][CH:13]=1, predict the reactants needed to synthesize it. The reactants are: Cl[C:2]1[CH:7]=[C:6]([C:8](=[O:18])[C:9]([C:11]2[CH:16]=[CH:15][C:14]([OH:17])=[CH:13][CH:12]=2)=[O:10])[CH:5]=[CH:4][N:3]=1.[CH3:19][O:20][C:21]1[CH:22]=[C:23](B(O)O)[CH:24]=[CH:25][CH:26]=1. (3) Given the product [CH3:16][N:14]([CH3:15])[C:12]1[C:11]([C:17]([F:20])([F:18])[F:19])=[CH:10][C:9]2[NH:21][C:22](=[O:45])[CH2:23][C:24]([C:25]3[CH:30]=[CH:29][CH:28]=[C:27]([N:31]4[CH:35]=[C:34]([CH2:36][OH:37])[CH:33]=[N:32]4)[CH:26]=3)=[N:7][C:8]=2[CH:13]=1, predict the reactants needed to synthesize it. The reactants are: C(OC(=O)[NH:7][C:8]1[CH:13]=[C:12]([N:14]([CH3:16])[CH3:15])[C:11]([C:17]([F:20])([F:19])[F:18])=[CH:10][C:9]=1[NH:21][C:22](=[O:45])[CH2:23][C:24](=O)[C:25]1[CH:30]=[CH:29][CH:28]=[C:27]([N:31]2[CH:35]=[C:34]([CH2:36][O:37]C3CCCCO3)[CH:33]=[N:32]2)[CH:26]=1)(C)(C)C.C(O)(C(F)(F)F)=O.